From a dataset of Full USPTO retrosynthesis dataset with 1.9M reactions from patents (1976-2016). Predict the reactants needed to synthesize the given product. (1) Given the product [ClH:28].[NH2:7][C@H:8]([C:21]1[CH:26]=[CH:25][CH:24]=[CH:23][CH:22]=1)[CH2:9][O:10][C:11]1[CH:20]=[CH:19][C:14]2[NH:15][C:16](=[O:18])[NH:17][C:13]=2[CH:12]=1, predict the reactants needed to synthesize it. The reactants are: C(OC(=O)[NH:7][C@H:8]([C:21]1[CH:26]=[CH:25][CH:24]=[CH:23][CH:22]=1)[CH2:9][O:10][C:11]1[CH:20]=[CH:19][C:14]2[NH:15][C:16](=[O:18])[NH:17][C:13]=2[CH:12]=1)(C)(C)C.[ClH:28]. (2) Given the product [CH2:27]([NH:26][S:23]([NH:22][C:20](=[O:21])/[CH:19]=[CH:18]/[C:12]1[C:13]([CH3:17])=[N:14][N:15]([CH3:16])[C:11]=1[N:8]1[C:5]2=[N:6][CH:7]=[C:2]([CH:31]3[CH2:33][CH2:32]3)[CH:3]=[C:4]2[CH:10]=[CH:9]1)(=[O:25])=[O:24])[CH2:28][CH2:29][CH3:30], predict the reactants needed to synthesize it. The reactants are: Br[C:2]1[CH:3]=[C:4]2[CH:10]=[CH:9][N:8]([C:11]3[N:15]([CH3:16])[N:14]=[C:13]([CH3:17])[C:12]=3/[CH:18]=[CH:19]/[C:20]([NH:22][S:23]([NH:26][CH2:27][CH2:28][CH2:29][CH3:30])(=[O:25])=[O:24])=[O:21])[C:5]2=[N:6][CH:7]=1.[CH:31]1(B(O)O)[CH2:33][CH2:32]1.C(=O)([O-])[O-].[Na+].[Na+].COCCOC. (3) Given the product [Cl:1][C:2]1[CH:3]=[C:4]([C@@:8]([C@@H:14]2[CH2:19][CH2:18][CH2:17][N:16]([C:20]([O:22][C:23]([CH3:24])([CH3:26])[CH3:25])=[O:21])[CH2:15]2)([O:10][CH2:11][CH2:12][N:31]2[C:27](=[O:37])[C:28]3[C:29](=[CH:33][CH:34]=[CH:35][CH:36]=3)[C:30]2=[O:32])[CH3:9])[CH:5]=[CH:6][CH:7]=1, predict the reactants needed to synthesize it. The reactants are: [Cl:1][C:2]1[CH:3]=[C:4]([C@@:8]([C@@H:14]2[CH2:19][CH2:18][CH2:17][N:16]([C:20]([O:22][C:23]([CH3:26])([CH3:25])[CH3:24])=[O:21])[CH2:15]2)([O:10][CH2:11][CH2:12]O)[CH3:9])[CH:5]=[CH:6][CH:7]=1.[C:27]1(=[O:37])[NH:31][C:30](=[O:32])[C:29]2=[CH:33][CH:34]=[CH:35][CH:36]=[C:28]12.C1(P(C2C=CC=CC=2)C2C=CC=CC=2)C=CC=CC=1.CC(OC(/N=N/C(OC(C)C)=O)=O)C. (4) The reactants are: [N+:1]([C:4]1[CH:51]=[CH:50][C:7]([CH2:8][CH:9]([CH2:40][C:41]2[CH:46]=[CH:45][C:44]([N+:47]([O-])=O)=[CH:43][CH:42]=2)[C:10]([O:12][CH:13]2[CH2:37][CH2:36][C@@:35]3([CH3:38])[C:15](=[CH:16][CH2:17][C@@H:18]4[C@@H:34]3[CH2:33][CH2:32][C@@:31]3([CH3:39])[C@H:19]4[CH2:20][CH2:21][C@@H:22]3[C@H:23]([CH3:30])[CH2:24][CH2:25][CH2:26][CH:27]([CH3:29])[CH3:28])[CH2:14]2)=[O:11])=[CH:6][CH:5]=1)([O-])=O.[Cl-].[NH4+]. Given the product [NH2:1][C:4]1[CH:5]=[CH:6][C:7]([CH2:8][CH:9]([CH2:40][C:41]2[CH:46]=[CH:45][C:44]([NH2:47])=[CH:43][CH:42]=2)[C:10]([O:12][CH:13]2[CH2:37][CH2:36][C@@:35]3([CH3:38])[C:15](=[CH:16][CH2:17][C@@H:18]4[C@@H:34]3[CH2:33][CH2:32][C@@:31]3([CH3:39])[C@H:19]4[CH2:20][CH2:21][C@@H:22]3[C@H:23]([CH3:30])[CH2:24][CH2:25][CH2:26][CH:27]([CH3:29])[CH3:28])[CH2:14]2)=[O:11])=[CH:50][CH:51]=1, predict the reactants needed to synthesize it.